This data is from Reaction yield outcomes from USPTO patents with 853,638 reactions. The task is: Predict the reaction yield, written as a fraction of the theoretical maximum amount of product (1.0 means a 100% yield; for example, 0.34 means a 34% yield). (1) The reactants are [Cl:1][C:2]1[CH:7]=[CH:6][C:5]([N:8]2[CH2:17][CH2:16][C:11]3(OCC[O:12]3)[CH2:10][CH2:9]2)=[CH:4][C:3]=1[O:18][CH3:19].Cl.[OH-].[Na+]. No catalyst specified. The product is [Cl:1][C:2]1[CH:7]=[CH:6][C:5]([N:8]2[CH2:17][CH2:16][C:11](=[O:12])[CH2:10][CH2:9]2)=[CH:4][C:3]=1[O:18][CH3:19]. The yield is 0.515. (2) The reactants are [OH:1][C:2]1[CH:7]=[CH:6][C:5]([CH:8]([CH3:13])[C:9]([NH:11][NH2:12])=[O:10])=[CH:4][CH:3]=1.[ClH:14].[CH3:15][C:16]1[C:24]([CH2:25][CH2:26][N:27]2[CH2:31][CH2:30][CH2:29][CH2:28]2)=[CH:23][C:22]([CH3:32])=[C:21]2[C:17]=1[C:18](=O)[C:19](=[O:33])[NH:20]2. No catalyst specified. The product is [ClH:14].[CH3:15][C:16]1[C:24]([CH2:25][CH2:26][N:27]2[CH2:31][CH2:30][CH2:29][CH2:28]2)=[CH:23][C:22]([CH3:32])=[C:21]2[C:17]=1/[C:18](=[N:12]/[NH:11][C:9](=[O:10])[CH:8]([C:5]1[CH:6]=[CH:7][C:2]([OH:1])=[CH:3][CH:4]=1)[CH3:13])/[C:19](=[O:33])[NH:20]2. The yield is 0.740.